Dataset: Reaction yield outcomes from USPTO patents with 853,638 reactions. Task: Predict the reaction yield, written as a fraction of the theoretical maximum amount of product (1.0 means a 100% yield; for example, 0.34 means a 34% yield). (1) The reactants are [Cl:1][C:2]1[CH:7]=[CH:6][CH:5]=[CH:4][C:3]=1[C:8]1[C:9]([OH:15])=[CH:10][CH:11]=[CH:12][C:13]=1[F:14].C(=O)([O-])[O-].[K+].[K+].[CH2:22](Br)[CH:23]=[CH2:24]. The catalyst is CS(C)=O. The product is [CH2:24]([O:15][C:9]1[CH:10]=[CH:11][CH:12]=[C:13]([F:14])[C:8]=1[C:3]1[CH:4]=[CH:5][CH:6]=[CH:7][C:2]=1[Cl:1])[CH:23]=[CH2:22]. The yield is 0.760. (2) The reactants are C(OC([N:11]1[CH2:15][CH2:14][CH2:13][C@H:12]1[C:16]([N:18]1[C:26]2[C:21](=[CH:22][CH:23]=[CH:24][CH:25]=2)[CH2:20][CH2:19]1)=[O:17])=O)C1C=CC=CC=1. The catalyst is C(O)(=O)C.[Pd]. The product is [N:18]1([C:16]([C@@H:12]2[CH2:13][CH2:14][CH2:15][NH:11]2)=[O:17])[C:26]2[C:21](=[CH:22][CH:23]=[CH:24][CH:25]=2)[CH2:20][CH2:19]1. The yield is 0.240. (3) The reactants are [OH:1][C:2]1[C:12](I)=[CH:11][C:5]([C:6]([O:8][CH2:9][CH3:10])=[O:7])=[CH:4][N:3]=1.CN(C=O)C.[CH:19](B(O)O)=[CH2:20].C(=O)([O-])[O-].[Na+].[Na+]. The catalyst is O. The product is [OH:1][C:2]1[C:12]([CH:19]=[CH2:20])=[CH:11][C:5]([C:6]([O:8][CH2:9][CH3:10])=[O:7])=[CH:4][N:3]=1. The yield is 0.720.